This data is from Catalyst prediction with 721,799 reactions and 888 catalyst types from USPTO. The task is: Predict which catalyst facilitates the given reaction. (1) Reactant: [CH2:1]([O:8][C:9](=[O:19])[CH2:10][CH2:11][C:12]1[CH:17]=[CH:16][C:15]([OH:18])=[CH:14][CH:13]=1)[C:2]1[CH:7]=[CH:6][CH:5]=[CH:4][CH:3]=1.[Cl:20]N1C(=O)N(Cl)C(=O)N(Cl)C1=O. Product: [CH2:1]([O:8][C:9](=[O:19])[CH2:10][CH2:11][C:12]1[CH:13]=[CH:14][C:15]([OH:18])=[C:16]([Cl:20])[CH:17]=1)[C:2]1[CH:3]=[CH:4][CH:5]=[CH:6][CH:7]=1. The catalyst class is: 144. (2) Reactant: FC(F)(F)C(O)=O.[O:8]=[C:9]1[NH:14][C:13]([S:15][CH2:16][CH2:17][C:18]([O:20]C(C)(C)C)=[O:19])=[N:12][CH:11]=[CH:10]1. Product: [O:8]=[C:9]1[NH:14][C:13]([S:15][CH2:16][CH2:17][C:18]([OH:20])=[O:19])=[N:12][CH:11]=[CH:10]1. The catalyst class is: 2. (3) Reactant: C(OC(=O)[NH:7][C:8]1[C:13]([NH:14][C:15](=[O:31])[CH2:16][C:17]([C:19]2[CH:24]=[CH:23][CH:22]=[C:21]([C:25]3[O:29][N:28]=[C:27]([CH3:30])[CH:26]=3)[CH:20]=2)=O)=[CH:12][C:11]([C:32]2[CH:37]=[CH:36][CH:35]=[CH:34][C:33]=2[F:38])=[C:10]([O:39][CH2:40][C:41]([F:44])([F:43])[F:42])[CH:9]=1)(C)(C)C.C(O)(C(F)(F)F)=O. Product: [F:38][C:33]1[CH:34]=[CH:35][CH:36]=[CH:37][C:32]=1[C:11]1[C:10]([O:39][CH2:40][C:41]([F:42])([F:44])[F:43])=[CH:9][C:8]2[N:7]=[C:17]([C:19]3[CH:24]=[CH:23][CH:22]=[C:21]([C:25]4[O:29][N:28]=[C:27]([CH3:30])[CH:26]=4)[CH:20]=3)[CH2:16][C:15](=[O:31])[NH:14][C:13]=2[CH:12]=1. The catalyst class is: 2. (4) Reactant: [CH2:1]([OH:4])[CH2:2][CH3:3].[H-].[Na+].[Br:7][C:8]1[CH:13]=[C:12]([S:14]([CH2:17][CH3:18])(=[O:16])=[O:15])[CH:11]=[CH:10][C:9]=1F.[NH4+].[Cl-]. Product: [Br:7][C:8]1[CH:13]=[C:12]([S:14]([CH2:17][CH3:18])(=[O:16])=[O:15])[CH:11]=[CH:10][C:9]=1[O:4][CH2:1][CH2:2][CH3:3]. The catalyst class is: 721. (5) Reactant: Cl[C:2]1[N:3]([CH2:26][CH2:27][CH3:28])[C:4](=[O:25])[C:5]2[NH:6][C:7]([C:11]3[CH:12]=[N:13][N:14]([CH2:16][C:17]4[CH:22]=[CH:21][CH:20]=[C:19]([F:23])[C:18]=4[F:24])[CH:15]=3)=[N:8][C:9]=2[N:10]=1.C([O-])=O.[NH4+].CN(C=O)C. Product: [F:24][C:18]1[C:19]([F:23])=[CH:20][CH:21]=[CH:22][C:17]=1[CH2:16][N:14]1[CH:15]=[C:11]([C:7]2[NH:6][C:5]3[C:4](=[O:25])[N:3]([CH2:26][CH2:27][CH3:28])[CH:2]=[N:10][C:9]=3[N:8]=2)[CH:12]=[N:13]1. The catalyst class is: 386. (6) Reactant: [Cl:1][C:2]1[S:6][C:5]([S:7]([N:10]([S:29]([C:32]2[S:33][C:34]([Cl:37])=[CH:35][CH:36]=2)(=[O:31])=[O:30])[C:11]2[C:19]3[C:14](=[CH:15][CH:16]=[CH:17][C:18]=3[O:20][CH3:21])[N:13](C(OC(C)(C)C)=O)[N:12]=2)(=[O:9])=[O:8])=[CH:4][CH:3]=1.C(O)(C(F)(F)F)=O. Product: [Cl:37][C:34]1[S:33][C:32]([S:29]([N:10]([S:7]([C:5]2[S:6][C:2]([Cl:1])=[CH:3][CH:4]=2)(=[O:8])=[O:9])[C:11]2[C:19]3[C:14](=[CH:15][CH:16]=[CH:17][C:18]=3[O:20][CH3:21])[NH:13][N:12]=2)(=[O:30])=[O:31])=[CH:36][CH:35]=1. The catalyst class is: 34. (7) Reactant: [CH2:1]([O:3][CH:4]([O:15][CH2:16][CH3:17])[C:5]1[O:13][C:12]2[C:11](I)=[CH:10][N:9]=[CH:8][C:7]=2[CH:6]=1)[CH3:2].[NH:18]1[CH2:23][CH2:22][NH:21][CH2:20][CH2:19]1.C1C=CC(P(C2C(C3C(P(C4C=CC=CC=4)C4C=CC=CC=4)=CC=C4C=3C=CC=C4)=C3C(C=CC=C3)=CC=2)C2C=CC=CC=2)=CC=1.CC(C)([O-])C.[Na+]. Product: [CH2:1]([O:3][CH:4]([O:15][CH2:16][CH3:17])[C:5]1[O:13][C:12]2[C:11]([N:18]3[CH2:23][CH2:22][NH:21][CH2:20][CH2:19]3)=[CH:10][N:9]=[CH:8][C:7]=2[CH:6]=1)[CH3:2]. The catalyst class is: 101.